This data is from Full USPTO retrosynthesis dataset with 1.9M reactions from patents (1976-2016). The task is: Predict the reactants needed to synthesize the given product. (1) Given the product [C:2]1([C:1]([C:8]2[CH:9]=[CH:10][CH:11]=[CH:12][CH:13]=2)=[N:14][NH:15][C:17]2[CH:22]=[CH:21][C:20]([CH3:23])=[CH:19][CH:18]=2)[CH:7]=[CH:6][CH:5]=[CH:4][CH:3]=1, predict the reactants needed to synthesize it. The reactants are: [C:1](=[N:14][NH2:15])([C:8]1[CH:13]=[CH:12][CH:11]=[CH:10][CH:9]=1)[C:2]1[CH:7]=[CH:6][CH:5]=[CH:4][CH:3]=1.Br[C:17]1[CH:22]=[CH:21][C:20]([CH3:23])=[CH:19][CH:18]=1. (2) Given the product [CH2:33]([NH:40][C:49]([C:2]1[C:10]2[C:5](=[N:6][CH:7]=[C:8]([C:11]3[CH:12]=[CH:13][C:14]([S:17]([CH:20]([CH3:21])[CH3:22])(=[O:19])=[O:18])=[CH:15][CH:16]=3)[N:9]=2)[NH:4][CH:3]=1)=[O:50])[C:34]1[CH:39]=[CH:38][CH:37]=[CH:36][CH:35]=1, predict the reactants needed to synthesize it. The reactants are: I[C:2]1[C:10]2[C:5](=[N:6][CH:7]=[C:8]([C:11]3[CH:16]=[CH:15][C:14]([S:17]([CH:20]([CH3:22])[CH3:21])(=[O:19])=[O:18])=[CH:13][CH:12]=3)[N:9]=2)[N:4](S(C2C=CC(C)=CC=2)(=O)=O)[CH:3]=1.[CH2:33]([NH2:40])[C:34]1[CH:39]=[CH:38][CH:37]=[CH:36][CH:35]=1.C1(P(C2C=CC=CC=2)C2C=CC=C3[C:49]=2[O:50]C2C(P(C4C=CC=CC=4)C4C=CC=CC=4)=CC=CC=2C3(C)C)C=CC=CC=1.C(=O)([O-])[O-].[Na+].[Na+]. (3) Given the product [I:1][C:2]1[CH:3]=[C:4]([CH:8]=[CH:9][C:10]=1[CH3:11])[C:5]([NH:30][C:29]1[CH:31]=[C:32]([C:34]([F:35])([F:36])[F:37])[CH:33]=[C:27]([N:25]2[CH:26]=[C:22]([CH3:21])[N:23]=[CH:24]2)[CH:28]=1)=[O:7], predict the reactants needed to synthesize it. The reactants are: [I:1][C:2]1[CH:3]=[C:4]([CH:8]=[CH:9][C:10]=1[CH3:11])[C:5]([OH:7])=O.CCN(C(C)C)C(C)C.[CH3:21][C:22]1[N:23]=[CH:24][N:25]([C:27]2[CH:28]=[C:29]([CH:31]=[C:32]([C:34]([F:37])([F:36])[F:35])[CH:33]=2)[NH2:30])[CH:26]=1. (4) Given the product [CH3:21][C:22]1[N:26]([CH2:5][CH:6]2[C:18](=[O:19])[C:17]3[C:16]4[CH:15]=[CH:14][CH:13]=[CH:12][C:11]=4[N:10]([CH3:20])[C:9]=3[CH2:8][CH2:7]2)[CH:25]=[CH:24][N:23]=1, predict the reactants needed to synthesize it. The reactants are: Cl.CN([CH2:5][CH:6]1[C:18](=[O:19])[C:17]2[C:16]3[C:11](=[CH:12][CH:13]=[CH:14][CH:15]=3)[N:10]([CH3:20])[C:9]=2[CH2:8][CH2:7]1)C.[CH3:21][C:22]1[NH:23][CH:24]=[CH:25][N:26]=1.O. (5) The reactants are: [OH-].[Na+].C[O:4][C:5](=[O:37])[CH2:6][C@H:7]1[CH2:12][CH2:11][C@H:10]([C:13]2[CH:18]=[CH:17][C:16]([NH:19][C:20](=[O:36])[CH2:21][CH2:22][NH:23][C:24]([C:26]3[NH:27][C:28]4[C:33]([CH:34]=3)=[CH:32][C:31]([Cl:35])=[CH:30][CH:29]=4)=[O:25])=[CH:15][CH:14]=2)[CH2:9][CH2:8]1. Given the product [Cl:35][C:31]1[CH:32]=[C:33]2[C:28](=[CH:29][CH:30]=1)[NH:27][C:26]([C:24]([NH:23][CH2:22][CH2:21][C:20]([NH:19][C:16]1[CH:17]=[CH:18][C:13]([C@H:10]3[CH2:11][CH2:12][C@H:7]([CH2:6][C:5]([OH:37])=[O:4])[CH2:8][CH2:9]3)=[CH:14][CH:15]=1)=[O:36])=[O:25])=[CH:34]2, predict the reactants needed to synthesize it. (6) Given the product [CH2:13]([O:20][C:21]1[CH:28]=[CH:27][C:24]([CH:25]([C:2]2[CH:7]=[CH:6][CH:5]=[CH:4][N:3]=2)[OH:26])=[CH:23][C:22]=1[O:29][CH2:30][CH3:31])[C:14]1[CH:19]=[CH:18][CH:17]=[CH:16][CH:15]=1, predict the reactants needed to synthesize it. The reactants are: Br[C:2]1[CH:7]=[CH:6][CH:5]=[CH:4][N:3]=1.C([Li])CCC.[CH2:13]([O:20][C:21]1[CH:28]=[CH:27][C:24]([CH:25]=[O:26])=[CH:23][C:22]=1[O:29][CH2:30][CH3:31])[C:14]1[CH:19]=[CH:18][CH:17]=[CH:16][CH:15]=1.[Cl-].[NH4+]. (7) Given the product [F:1][C:2]1[CH:7]=[C:6]([C:8]([OH:10])=[O:9])[CH:5]=[CH:4][C:3]=1[C:12]1[CH:13]=[CH:14][C:15]([O:18][CH2:19][CH:20]2[CH2:21][CH2:22][N:23]([CH2:26][C:27]3([C:31]([F:34])([F:32])[F:33])[CH2:30][CH2:29][CH2:28]3)[CH2:24][CH2:25]2)=[CH:16][CH:17]=1, predict the reactants needed to synthesize it. The reactants are: [F:1][C:2]1[CH:7]=[C:6]([C:8]([O:10]C)=[O:9])[CH:5]=[CH:4][C:3]=1[C:12]1[CH:17]=[CH:16][C:15]([O:18][CH2:19][CH:20]2[CH2:25][CH2:24][N:23]([CH2:26][C:27]3([C:31]([F:34])([F:33])[F:32])[CH2:30][CH2:29][CH2:28]3)[CH2:22][CH2:21]2)=[CH:14][CH:13]=1.O[Li].O.